From a dataset of Reaction yield outcomes from USPTO patents with 853,638 reactions. Predict the reaction yield, written as a fraction of the theoretical maximum amount of product (1.0 means a 100% yield; for example, 0.34 means a 34% yield). (1) The reactants are [CH3:1][Si:2]([O:9][CH2:10][CH3:11])([O:6][CH2:7][CH3:8])OCC.[CH3:12][CH2:13][CH2:14][CH2:15][CH2:16][CH2:17][CH3:18].N([C:21]1C=CC(O)=CC=1)=O. The catalyst is C(OCC)C. The product is [CH:13]([C:14]1[CH:21]=[CH:18][C:17]([Si:2]([CH3:1])([O:6][CH2:7][CH3:8])[O:9][CH2:10][CH3:11])=[CH:16][CH:15]=1)=[CH2:12]. The yield is 0.703. (2) The catalyst is C(Cl)Cl. The product is [O:9]1[C@H:21]2[CH2:20][C@@H:19]3[C@@H:29]([C@@:27]4([CH3:28])[CH2:26][CH2:25][C:24](=[O:32])[C:23]([CH3:34])([CH3:33])[C@:22]124)[CH2:30][CH2:31][C@@:14]1([CH3:15])[C@H:16]3[CH2:17][CH2:18][C@@H:13]1[OH:12]. The reactants are C1C=C(Cl)C=C(C(OO)=[O:9])C=1.[OH:12][C@H:13]1[CH2:18][CH2:17][C@H:16]2[C@H:19]3[C@H:29]([CH2:30][CH2:31][C@:14]12[CH3:15])[C@:27]1([CH3:28])[C:22]([C:23]([CH3:34])([CH3:33])[C:24](=[O:32])[CH2:25][CH2:26]1)=[CH:21][CH2:20]3.[O-]S([O-])=O.[Na+].[Na+].C([O-])(O)=O.[Na+]. The yield is 0.230.